From a dataset of Catalyst prediction with 721,799 reactions and 888 catalyst types from USPTO. Predict which catalyst facilitates the given reaction. (1) The catalyst class is: 18. Product: [F:32][C:33]([F:42])([F:43])[C:34]1[CH:41]=[CH:40][C:37]([CH2:38][N:9]2[C:8](=[O:11])[N:6]3[N:7]=[C:2]([Cl:1])[C:3]([C:19]4[CH:24]=[CH:23][C:22]([Cl:25])=[CH:21][CH:20]=4)=[C:4]([C:12]4[CH:13]=[CH:14][C:15]([Cl:18])=[CH:16][CH:17]=4)[C:5]3=[N:10]2)=[CH:36][CH:35]=1. Reactant: [Cl:1][C:2]1[C:3]([C:19]2[CH:24]=[CH:23][C:22]([Cl:25])=[CH:21][CH:20]=2)=[C:4]([C:12]2[CH:17]=[CH:16][C:15]([Cl:18])=[CH:14][CH:13]=2)[C:5]2[N:6]([C:8](=[O:11])[NH:9][N:10]=2)[N:7]=1.C([O-])([O-])=O.[K+].[K+].[F:32][C:33]([F:43])([F:42])[C:34]1[CH:41]=[CH:40][C:37]([CH2:38]Br)=[CH:36][CH:35]=1. (2) Reactant: [F:1][C:2]1[CH:3]=[C:4]2[C:8](=[CH:9][CH:10]=1)[NH:7][C:6](=[O:11])[CH2:5]2.[Li+].C[Si]([N-][Si](C)(C)C)(C)C.C1COCC1.O=[C:28]1[C:36]2[C:31](=[CH:32][C:33]([C:37]([OH:39])=[O:38])=[CH:34][CH:35]=2)[CH2:30][O:29]1.Cl. Product: [F:1][C:2]1[CH:3]=[C:4]2[C:8](=[CH:9][CH:10]=1)[NH:7][C:6](=[O:11])[C:5]2=[C:28]1[C:36]2[C:31](=[CH:32][C:33]([C:37]([OH:39])=[O:38])=[CH:34][CH:35]=2)[CH2:30][O:29]1. The catalyst class is: 30. (3) Reactant: [Cl:1][C:2]1[CH:3]=[C:4]([CH:8]([C:33]2[CH:38]=[CH:37][CH:36]=[C:35]([Cl:39])[CH:34]=2)[C:9]2[S:13][C:12]([C:14]([NH:16][C@@H:17]([CH2:22][CH2:23][CH2:24][NH:25][C:26]([O:28][C:29]([CH3:32])([CH3:31])[CH3:30])=[O:27])[C:18]([O:20]C)=[O:19])=[O:15])=[CH:11][CH:10]=2)[CH:5]=[CH:6][CH:7]=1. Product: [Cl:1][C:2]1[CH:3]=[C:4]([CH:8]([C:33]2[CH:38]=[CH:37][CH:36]=[C:35]([Cl:39])[CH:34]=2)[C:9]2[S:13][C:12]([C:14]([NH:16][C@@H:17]([CH2:22][CH2:23][CH2:24][NH:25][C:26]([O:28][C:29]([CH3:31])([CH3:32])[CH3:30])=[O:27])[C:18]([OH:20])=[O:19])=[O:15])=[CH:11][CH:10]=2)[CH:5]=[CH:6][CH:7]=1. The catalyst class is: 273. (4) The catalyst class is: 13. Product: [ClH:45].[CH:3]1([C:6]2[CH:15]=[C:14]3[C:9]([C:10]([CH3:44])=[CH:11][C:12](=[O:43])[N:13]3[CH2:16][CH2:17][N:18]3[CH2:23][CH2:22][CH:21]([NH:24][CH2:32][C:33]4[CH:42]=[CH:41][C:36]5[O:37][CH2:38][CH2:39][O:40][C:35]=5[CH:34]=4)[CH2:20][CH2:19]3)=[CH:8][CH:7]=2)[CH2:5][CH2:4]1. Reactant: CO.[CH:3]1([C:6]2[CH:15]=[C:14]3[C:9]([C:10]([CH3:44])=[CH:11][C:12](=[O:43])[N:13]3[CH2:16][CH2:17][N:18]3[CH2:23][CH2:22][CH:21]([N:24]([CH2:32][C:33]4[CH:42]=[CH:41][C:36]5[O:37][CH2:38][CH2:39][O:40][C:35]=5[CH:34]=4)C(=O)OC(C)(C)C)[CH2:20][CH2:19]3)=[CH:8][CH:7]=2)[CH2:5][CH2:4]1.[ClH:45].C(OCC)(=O)C. (5) Reactant: C([Li])CCC.Br[C:7]1[C:8]([C:22]2[CH:27]=[CH:26][CH:25]=[CH:24][CH:23]=2)=[N:9][N:10]2[C:15]([Si:16]([CH3:19])([CH3:18])[CH3:17])=[C:14]([O:20][CH3:21])[CH:13]=[CH:12][C:11]=12.[CH:28]([C:30]1[N:35]=[C:34]([C:36]([O:38][CH3:39])=[O:37])[CH:33]=[CH:32][CH:31]=1)=[O:29].[Cl-].[NH4+]. Product: [OH:29][CH:28]([C:7]1[C:8]([C:22]2[CH:27]=[CH:26][CH:25]=[CH:24][CH:23]=2)=[N:9][N:10]2[C:15]([Si:16]([CH3:18])([CH3:19])[CH3:17])=[C:14]([O:20][CH3:21])[CH:13]=[CH:12][C:11]=12)[C:30]1[N:35]=[C:34]([C:36]([O:38][CH3:39])=[O:37])[CH:33]=[CH:32][CH:31]=1. The catalyst class is: 188. (6) Reactant: [NH2:1][C:2]1[CH:3]=[C:4]2[C:9](=[CH:10][CH:11]=1)[N:8]=[CH:7][C:6]([C:12]#[N:13])=[C:5]2[NH:14][CH:15]1[CH2:21][CH2:20][CH2:19][CH2:18][CH2:17][CH2:16]1.[BH3-]C#N.[Na+].[N:26]1([CH2:32][CH:33]=O)[CH2:31][CH2:30][O:29][CH2:28][CH2:27]1.C([O-])(O)=O.[Na+]. Product: [CH:15]1([NH:14][C:5]2[C:4]3[C:9](=[CH:10][CH:11]=[C:2]([NH:1][CH2:33][CH2:32][N:26]4[CH2:31][CH2:30][O:29][CH2:28][CH2:27]4)[CH:3]=3)[N:8]=[CH:7][C:6]=2[C:12]#[N:13])[CH2:16][CH2:17][CH2:18][CH2:19][CH2:20][CH2:21]1. The catalyst class is: 422.